From a dataset of Peptide-MHC class II binding affinity with 134,281 pairs from IEDB. Regression. Given a peptide amino acid sequence and an MHC pseudo amino acid sequence, predict their binding affinity value. This is MHC class II binding data. (1) The peptide sequence is QKYCPNKICTSKGDS. The MHC is HLA-DQA10102-DQB10602 with pseudo-sequence HLA-DQA10102-DQB10602. The binding affinity (normalized) is 0.352. (2) The binding affinity (normalized) is 0.569. The MHC is DRB1_0101 with pseudo-sequence DRB1_0101. The peptide sequence is TTCFSVAALTNNVAF. (3) The peptide sequence is RRVFHGVAKNPVVDG. The MHC is DRB1_0701 with pseudo-sequence DRB1_0701. The binding affinity (normalized) is 0.733. (4) The peptide sequence is HIDLLVGSATLCSALYVGDL. The MHC is DRB1_0701 with pseudo-sequence DRB1_0701. The binding affinity (normalized) is 0.415. (5) The peptide sequence is YPKYVKQNTLKLAT. The MHC is HLA-DPA10201-DPB10501 with pseudo-sequence HLA-DPA10201-DPB10501. The binding affinity (normalized) is 0.126.